This data is from Forward reaction prediction with 1.9M reactions from USPTO patents (1976-2016). The task is: Predict the product of the given reaction. (1) Given the reactants Br[C:2]1[CH:7]=[CH:6][C:5]([CH2:8][C:9]([O:11][CH3:12])=[O:10])=[CH:4][CH:3]=1.[CH:13]([C:15]1[CH:20]=[CH:19][CH:18]=[CH:17][C:16]=1B(O)O)=[O:14].C(=O)([O-])[O-].[K+].[K+], predict the reaction product. The product is: [CH3:12][O:11][C:9](=[O:10])[CH2:8][C:5]1[CH:6]=[CH:7][C:2]([C:16]2[CH:17]=[CH:18][CH:19]=[CH:20][C:15]=2[CH:13]=[O:14])=[CH:3][CH:4]=1. (2) The product is: [CH3:33][C:34]1([CH3:41])[CH2:39][CH2:38][CH:37]([NH:40][C:8]([C:6]2[CH:7]=[C:2]([NH2:1])[CH:3]=[CH:4][N:5]=2)=[O:10])[CH2:36][CH2:35]1. Given the reactants [NH2:1][C:2]1[CH:7]=[C:6]([C:8]([OH:10])=O)[N:5]=[CH:4][CH:3]=1.CN(C(ON1N=NC2C=CC=CC1=2)=[N+](C)C)C.[B-](F)(F)(F)F.[CH3:33][C:34]1([CH3:41])[CH2:39][CH2:38][CH:37]([NH2:40])[CH2:36][CH2:35]1.O, predict the reaction product. (3) Given the reactants N[C@]12CC[C@@H](C(C)=C)[C@@H]1[C@@H]1[C@@](C)(CC2)[C@@]2(C)[C@@H]([C@]3(C)[C@@H](CC2)C(C)(C)C([C:24]2[CH:33]=[CH:32][C:27]([C:28]([O:30]C)=[O:29])=[C:26](F)[CH:25]=2)=CC3)CC1.[I-].[K+].P(=O)(O)(O)O.[K], predict the reaction product. The product is: [C:28]([OH:30])(=[O:29])[C:27]1[CH:32]=[CH:33][CH:24]=[CH:25][CH:26]=1. (4) Given the reactants [CH2:1]1[CH:5]2[CH:6]3[CH:10]=[CH:9][CH:8]([CH:4]2C=C1)C3.C(C(Cl)C1C=CC=CC=1)=C.[N+]([C:24]1C=C([N+]([O-])=O)C=C[C:25]=1[OH:33])([O-])=O.[OH-].[Na+].Cl, predict the reaction product. The product is: [CH:25]([O:33][CH2:1][C:5]1[CH:4]=[CH:8][CH:9]=[CH:10][CH:6]=1)=[CH2:24]. (5) Given the reactants Cl[C:2]1[N:7]=[CH:6][C:5]([CH2:8][C:9]([OH:11])=[O:10])=[CH:4][N:3]=1.[NH:12]1[CH2:17][CH2:16][O:15][CH2:14][CH2:13]1, predict the reaction product. The product is: [O:15]1[CH2:16][CH2:17][N:12]([C:2]2[N:7]=[CH:6][C:5]([CH2:8][C:9]([OH:11])=[O:10])=[CH:4][N:3]=2)[CH2:13][CH2:14]1. (6) Given the reactants [CH:1]1([CH2:4][O:5][C:6]2[CH:7]=[C:8]([C:15]3([C:20]([O:22][CH2:23][CH3:24])=[O:21])[CH2:19][CH2:18][CH2:17][CH2:16]3)[CH:9]=[CH:10][C:11]=2[N+:12]([O-])=O)[CH2:3][CH2:2]1, predict the reaction product. The product is: [NH2:12][C:11]1[CH:10]=[CH:9][C:8]([C:15]2([C:20]([O:22][CH2:23][CH3:24])=[O:21])[CH2:19][CH2:18][CH2:17][CH2:16]2)=[CH:7][C:6]=1[O:5][CH2:4][CH:1]1[CH2:2][CH2:3]1.